Task: Predict hERG channel inhibition at various concentrations.. Dataset: hERG Central: cardiac toxicity at 1µM, 10µM, and general inhibition (1) The drug is Cl.O=C(Nc1ccccc1)OCC(CN1CCCCC1)OC(=O)Nc1ccccc1. Results: hERG_inhib (hERG inhibition (general)): blocker. (2) The compound is C/C(=N/NC(=O)CN1CCN(Cc2ccccc2)CC1)c1ccc([N+](=O)[O-])cc1. Results: hERG_inhib (hERG inhibition (general)): blocker. (3) The compound is c1c(CC2CCCC2)nnn1C[C@H]1CC[C@@H]([C@@H]2CC[C@H](Cn3cc(CC4CCCC4)nn3)O2)O1. Results: hERG_inhib (hERG inhibition (general)): blocker.